Predict the reaction yield, written as a fraction of the theoretical maximum amount of product (1.0 means a 100% yield; for example, 0.34 means a 34% yield). From a dataset of Reaction yield outcomes from USPTO patents with 853,638 reactions. (1) The reactants are [CH3:1][C:2]([CH3:20])([CH2:18][CH3:19])[C:3](=[O:17])[C:4]([N:6]1[CH2:10][CH2:9][CH2:8][CH:7]1[C:11](=[O:16])[CH2:12][CH2:13][CH:14]=[CH2:15])=[O:5].[CH2:21]([O:28][C:29]1[CH:34]=[CH:33][C:32](Br)=[CH:31][CH:30]=1)[C:22]1[CH:27]=[CH:26][CH:25]=[CH:24][CH:23]=1.C1(C)C=CC=CC=1P(C1C=CC=CC=1C)C1C=CC=CC=1C. The catalyst is C(N(CC)CC)C.C([O-])(=O)C.[Pd+2].C([O-])(=O)C. The product is [CH3:1][C:2]([CH3:20])([CH2:18][CH3:19])[C:3](=[O:17])[C:4]([N:6]1[CH2:10][CH2:9][CH2:8][CH:7]1[C:11](=[O:16])[CH2:12][CH2:13][CH:14]=[CH:15][C:32]1[CH:33]=[CH:34][C:29]([O:28][CH2:21][C:22]2[CH:27]=[CH:26][CH:25]=[CH:24][CH:23]=2)=[CH:30][CH:31]=1)=[O:5]. The yield is 0.600. (2) The reactants are [CH:1]12[CH2:10][CH:5]3[CH2:6][CH:7]([CH2:9][CH:3]([CH2:4]3)[CH:2]1[NH:11][C:12](=[O:20])[C:13]1[CH:18]=[CH:17][C:16]([OH:19])=[CH:15][CH:14]=1)[CH2:8]2.C1(P(C2C=CC=CC=2)C2C=CC=CC=2)C=CC=CC=1.[CH2:40]([O:42][C:43]([CH:45]1[CH2:50][CH2:49][CH:48](O)[CH2:47][CH2:46]1)=[O:44])[CH3:41].CCOC(/N=N/C(OCC)=O)=O. The catalyst is C1COCC1. The product is [CH2:40]([O:42][C:43]([CH:45]1[CH2:50][CH2:49][CH:48]([O:19][C:16]2[CH:15]=[CH:14][C:13]([C:12](=[O:20])[NH:11][CH:2]3[CH:3]4[CH2:9][CH:7]5[CH2:6][CH:5]([CH2:10][CH:1]3[CH2:8]5)[CH2:4]4)=[CH:18][CH:17]=2)[CH2:47][CH2:46]1)=[O:44])[CH3:41]. The yield is 0.320.